The task is: Regression. Given a peptide amino acid sequence and an MHC pseudo amino acid sequence, predict their binding affinity value. This is MHC class I binding data.. This data is from Peptide-MHC class I binding affinity with 185,985 pairs from IEDB/IMGT. (1) The peptide sequence is KVGVYKMHK. The MHC is HLA-A31:01 with pseudo-sequence HLA-A31:01. The binding affinity (normalized) is 0.629. (2) The peptide sequence is TSTVEEQIQW. The MHC is HLA-A11:01 with pseudo-sequence HLA-A11:01. The binding affinity (normalized) is 0. (3) The peptide sequence is VYINHPFIY. The MHC is HLA-A26:01 with pseudo-sequence HLA-A26:01. The binding affinity (normalized) is 0. (4) The peptide sequence is IHLDKGGQF. The MHC is HLA-A02:03 with pseudo-sequence HLA-A02:03. The binding affinity (normalized) is 0.0847. (5) The binding affinity (normalized) is 0.0847. The MHC is HLA-A02:01 with pseudo-sequence HLA-A02:01. The peptide sequence is AADFPGIAR. (6) The peptide sequence is DVGCLLTDTI. The MHC is HLA-A02:01 with pseudo-sequence HLA-A02:01. The binding affinity (normalized) is 0.184.